Dataset: Forward reaction prediction with 1.9M reactions from USPTO patents (1976-2016). Task: Predict the product of the given reaction. Given the reactants [O:1]=[C:2]1[C:7]([CH2:8][C:9]2[CH:14]=[CH:13][C:12]([C:15]3[C:16]([C:21]#[N:22])=[CH:17][CH:18]=[CH:19][CH:20]=3)=[CH:11][CH:10]=2)=[C:6]([CH2:23][CH2:24][CH3:25])[N:5]2[N:26]=[CH:27][N:28]=[C:4]2[N:3]1[CH:29]1[CH2:41][CH2:40][C:32]2([O:36][C@H:35]3[CH2:37][O:38][CH2:39][C@H:34]3[O:33]2)[CH2:31][CH2:30]1.C([BH3-])#N.[Na+].O1CCCC1, predict the reaction product. The product is: [OH:36][C@H:35]1[CH2:37][O:38][CH2:39][C@H:34]1[O:33][C@H:32]1[CH2:31][CH2:30][C@H:29]([N:3]2[C:2](=[O:1])[C:7]([CH2:8][C:9]3[CH:14]=[CH:13][C:12]([C:15]4[C:16]([C:21]#[N:22])=[CH:17][CH:18]=[CH:19][CH:20]=4)=[CH:11][CH:10]=3)=[C:6]([CH2:23][CH2:24][CH3:25])[N:5]3[N:26]=[CH:27][N:28]=[C:4]23)[CH2:41][CH2:40]1.